Predict which catalyst facilitates the given reaction. From a dataset of Catalyst prediction with 721,799 reactions and 888 catalyst types from USPTO. (1) Reactant: [Si]([O:8][CH2:9][C:10]1[N:11]=[C:12]([C:15]2([NH:21][S@@:22]([C:24]([CH3:27])([CH3:26])[CH3:25])=[O:23])[CH2:20][CH2:19][O:18][CH2:17][CH2:16]2)[S:13][CH:14]=1)(C(C)(C)C)(C)C.F.F.F.C(N(CC)CC)C. Product: [OH:8][CH2:9][C:10]1[N:11]=[C:12]([C:15]2([NH:21][S@@:22]([C:24]([CH3:27])([CH3:26])[CH3:25])=[O:23])[CH2:20][CH2:19][O:18][CH2:17][CH2:16]2)[S:13][CH:14]=1. The catalyst class is: 76. (2) Reactant: [Cl:1][CH2:2][CH:3]([OH:6])[CH2:4][Cl:5].C([N-]C(C)C)(C)C.F[C:15]1[CH:20]=[CH:19][CH:18]=[CH:17][C:16]=1[N+:21]([O-:23])=[O:22]. Product: [Cl:1][CH2:2][CH:3]([CH2:4][Cl:5])[O:6][C:15]1[CH:20]=[CH:19][CH:18]=[CH:17][C:16]=1[N+:21]([O-:23])=[O:22]. The catalyst class is: 20. (3) Reactant: [F:1][C:2]1[CH:24]=[C:23]([F:25])[CH:22]=[CH:21][C:3]=1[CH2:4][N:5]1[C:9]([CH2:10][CH2:11][C:12](OCC)=[O:13])=[CH:8][C:7]([O:17][CH:18]([CH3:20])[CH3:19])=[N:6]1.[H-].C([Al+]CC(C)C)C(C)C.CO.[C@H](O)(C([O-])=O)[C@@H](O)C([O-])=O.[Na+].[K+]. Product: [F:1][C:2]1[CH:24]=[C:23]([F:25])[CH:22]=[CH:21][C:3]=1[CH2:4][N:5]1[C:9]([CH2:10][CH2:11][CH2:12][OH:13])=[CH:8][C:7]([O:17][CH:18]([CH3:20])[CH3:19])=[N:6]1. The catalyst class is: 207. (4) Reactant: [OH:1][C:2]1[CH:7]=[CH:6][C:5]([C:8]2[O:17][C:12]3=[N:13][CH:14]=[CH:15][CH:16]=[C:11]3[C:10](=[O:18])[CH:9]=2)=[CH:4][CH:3]=1.[CH3:19][C:20](OC(C)=O)=[O:21].O. Product: [C:20]([O:1][C:2]1[CH:3]=[CH:4][C:5]([C:8]2[O:17][C:12]3=[N:13][CH:14]=[CH:15][CH:16]=[C:11]3[C:10](=[O:18])[CH:9]=2)=[CH:6][CH:7]=1)(=[O:21])[CH3:19]. The catalyst class is: 377. (5) Reactant: [N+:1]([C:4]1[CH:5]=[C:6]([NH:10][C:11]2[N:18]=[CH:17][CH:16]=[CH:15][C:12]=2[CH:13]=O)[CH:7]=[CH:8][CH:9]=1)([O-:3])=[O:2].[N:19]1[CH:24]=[CH:23][CH:22]=[C:21]([CH2:25][CH2:26][C:27](OCC)=[O:28])[CH:20]=1.[Li+].CC([N-]C(C)C)C. Product: [N+:1]([C:4]1[CH:5]=[C:6]([N:10]2[C:11]3[C:12](=[CH:15][CH:16]=[CH:17][N:18]=3)[CH:13]=[C:26]([CH2:25][C:21]3[CH:20]=[N:19][CH:24]=[CH:23][CH:22]=3)[C:27]2=[O:28])[CH:7]=[CH:8][CH:9]=1)([O-:3])=[O:2]. The catalyst class is: 3. (6) Reactant: C(O[C:5]1[C:6](=[O:18])[C:7](=[O:17])[C:8]=1[C:9]1[CH:14]=[CH:13][C:12]([O:15][CH3:16])=[CH:11][CH:10]=1)(C)C.[NH2:19][CH:20]([C:22]([CH3:25])([CH3:24])[CH3:23])[CH3:21]. Product: [CH3:16][O:15][C:12]1[CH:11]=[CH:10][C:9]([C:8]2[C:7](=[O:17])[C:6](=[O:18])[C:5]=2[NH:19][CH:20]([CH3:21])[C:22]([CH3:25])([CH3:24])[CH3:23])=[CH:14][CH:13]=1. The catalyst class is: 10. (7) Reactant: [CH3:1][C:2]1([CH3:32])[CH2:11][C:10]2[C:5](=[CH:6][CH:7]=[C:8]([C:12]([O:14]C)=[O:13])[CH:9]=2)[NH:4][CH:3]1[C:16]1[CH:21]=[CH:20][CH:19]=[C:18]([NH:22][C:23](=[O:31])[CH2:24][C:25]2[CH:30]=[CH:29][CH:28]=[CH:27][CH:26]=2)[CH:17]=1.[OH-].[Na+]. Product: [CH3:1][C:2]1([CH3:32])[CH2:11][C:10]2[C:5](=[CH:6][CH:7]=[C:8]([C:12]([OH:14])=[O:13])[CH:9]=2)[NH:4][CH:3]1[C:16]1[CH:21]=[CH:20][CH:19]=[C:18]([NH:22][C:23](=[O:31])[CH2:24][C:25]2[CH:26]=[CH:27][CH:28]=[CH:29][CH:30]=2)[CH:17]=1. The catalyst class is: 24. (8) Reactant: [Cl:1][C:2]1[CH:3]=[C:4]2[C:9](=[CH:10][CH:11]=1)[CH:8]([C:12]1[CH:16]=[C:15]([C:17]3[CH:22]=[CH:21][N:20]=[CH:19][CH:18]=3)[S:14][C:13]=1[C:23]1[NH:27][N:26]=[CH:25][CH:24]=1)[N:7]([C:28](OC(C)(C)C)=O)[CH2:6][CH2:5]2.[AlH4-].[Li+]. Product: [Cl:1][C:2]1[CH:3]=[C:4]2[C:9](=[CH:10][CH:11]=1)[CH:8]([C:12]1[CH:16]=[C:15]([C:17]3[CH:18]=[CH:19][N:20]=[CH:21][CH:22]=3)[S:14][C:13]=1[C:23]1[NH:27][N:26]=[CH:25][CH:24]=1)[N:7]([CH3:28])[CH2:6][CH2:5]2. The catalyst class is: 1.